Dataset: Peptide-MHC class II binding affinity with 134,281 pairs from IEDB. Task: Regression. Given a peptide amino acid sequence and an MHC pseudo amino acid sequence, predict their binding affinity value. This is MHC class II binding data. (1) The peptide sequence is PVTEEPGMAKIPAGE. The MHC is DRB1_0101 with pseudo-sequence DRB1_0101. The binding affinity (normalized) is 0.0716. (2) The peptide sequence is YFRNEQSIPPLIKKY. The MHC is HLA-DQA10401-DQB10402 with pseudo-sequence HLA-DQA10401-DQB10402. The binding affinity (normalized) is 0.141.